From a dataset of Full USPTO retrosynthesis dataset with 1.9M reactions from patents (1976-2016). Predict the reactants needed to synthesize the given product. (1) Given the product [OH:28][C:21]1([CH2:20][C:19]([NH:18][C:14]2[C:13]([CH3:30])=[CH:12][CH:11]=[C:10]3[C:15]=2[CH:16]=[CH:17][N:8]([C@H:6]([CH3:7])[CH2:5][OH:4])[C:9]3=[O:31])=[O:29])[CH2:22][CH2:23][CH2:24][CH2:25][CH2:26][CH2:27]1, predict the reactants needed to synthesize it. The reactants are: C([O:4][CH2:5][C@H:6]([N:8]1[CH:17]=[CH:16][C:15]2[C:10](=[CH:11][CH:12]=[C:13]([CH3:30])[C:14]=2[NH:18][C:19](=[O:29])[CH2:20][C:21]2([OH:28])[CH2:27][CH2:26][CH2:25][CH2:24][CH2:23][CH2:22]2)[C:9]1=[O:31])[CH3:7])(=O)C.C(=O)([O-])[O-].[K+].[K+].CO. (2) Given the product [Br:10][C:11]1[CH:12]=[C:13]([CH:16]=[CH:17][CH:18]=1)[CH2:14][N:4]1[C:5](=[O:6])[CH2:7][NH:1][C:2]1=[O:3], predict the reactants needed to synthesize it. The reactants are: [NH:1]1[CH2:7][C:5](=[O:6])[NH:4][C:2]1=[O:3].[OH-].[K+].[Br:10][C:11]1[CH:12]=[C:13]([CH:16]=[CH:17][CH:18]=1)[CH2:14]Br. (3) Given the product [CH3:23][O:22][C:18]1[C:17]2[CH:13]([NH:12][C:7]3[CH:6]=[CH:5][C:4]4[C:9](=[CH:10][CH:11]=[C:2]([NH:24][C:25]5[CH:30]=[CH:29][CH:28]=[C:27]([CH3:31])[N:26]=5)[CH:3]=4)[N:8]=3)[CH2:14][O:15][C:16]=2[CH:21]=[CH:20][CH:19]=1, predict the reactants needed to synthesize it. The reactants are: Br[C:2]1[CH:3]=[C:4]2[C:9](=[CH:10][CH:11]=1)[N:8]=[C:7]([NH:12][CH:13]1[C:17]3[C:18]([O:22][CH3:23])=[CH:19][CH:20]=[CH:21][C:16]=3[O:15][CH2:14]1)[CH:6]=[CH:5]2.[NH2:24][C:25]1[CH:30]=[CH:29][CH:28]=[C:27]([CH3:31])[N:26]=1. (4) The reactants are: [F:1][C:2]1([F:15])[O:7][C:6]2[CH:8]=[CH:9][C:10]([NH2:12])=[CH:11][C:5]=2[O:4][C:3]1([F:14])[F:13].[CH2:16](Br)[C:17]#[CH:18].C1(C)C=CC=CC=1. Given the product [CH2:18]([NH:12][C:10]1[CH:9]=[CH:8][C:6]2[O:7][C:2]([F:1])([F:15])[C:3]([F:13])([F:14])[O:4][C:5]=2[CH:11]=1)[C:17]#[CH:16], predict the reactants needed to synthesize it. (5) Given the product [F:7][C:8]1[CH:13]=[CH:12][CH:11]=[CH:10][C:9]=1[S:14]([CH3:15])(=[O:1])=[O:16], predict the reactants needed to synthesize it. The reactants are: [OH:1]OS([O-])=O.[K+].[F:7][C:8]1[CH:13]=[CH:12][CH:11]=[CH:10][C:9]=1[S:14][CH3:15].[OH2:16].